From a dataset of Full USPTO retrosynthesis dataset with 1.9M reactions from patents (1976-2016). Predict the reactants needed to synthesize the given product. (1) Given the product [C:14]([O:18][C:19](=[O:36])[NH:20][CH:21]([C:28]1[CH:33]=[CH:32][C:31]([Cl:34])=[C:30]([Cl:35])[CH:29]=1)[C:22]([C:5]1[CH:4]=[CH:3][C:2]([Br:1])=[CH:7][N:6]=1)=[O:27])([CH3:17])([CH3:15])[CH3:16], predict the reactants needed to synthesize it. The reactants are: [Br:1][C:2]1[CH:3]=[CH:4][C:5](I)=[N:6][CH:7]=1.C([Mg]Cl)(C)C.[C:14]([O:18][C:19](=[O:36])[NH:20][CH:21]([C:28]1[CH:33]=[CH:32][C:31]([Cl:34])=[C:30]([Cl:35])[CH:29]=1)[C:22](=[O:27])N(OC)C)([CH3:17])([CH3:16])[CH3:15]. (2) Given the product [Cl:14][C:15]1[C:24]2[C:19](=[CH:20][CH:21]=[C:22]([C:25]([C:7]3[N:11]([CH3:12])[C:10]([CH3:13])=[N:9][CH:8]=3)([C:27]3[C:28]([CH3:34])=[N:29][C:30]([CH3:33])=[CH:31][CH:32]=3)[OH:26])[CH:23]=2)[N:18]=[C:17]([O:35][CH3:36])[C:16]=1[CH2:37][C:38]1[CH:39]=[N:40][C:41]([C:44]([F:46])([F:45])[F:47])=[CH:42][CH:43]=1, predict the reactants needed to synthesize it. The reactants are: [Li]CCCC.Br[C:7]1[N:11]([CH3:12])[C:10]([CH3:13])=[N:9][CH:8]=1.[Cl:14][C:15]1[C:24]2[C:19](=[CH:20][CH:21]=[C:22]([C:25]([C:27]3[C:28]([CH3:34])=[N:29][C:30]([CH3:33])=[CH:31][CH:32]=3)=[O:26])[CH:23]=2)[N:18]=[C:17]([O:35][CH3:36])[C:16]=1[CH2:37][C:38]1[CH:39]=[N:40][C:41]([C:44]([F:47])([F:46])[F:45])=[CH:42][CH:43]=1. (3) Given the product [CH2:1]([C@H:8]1[CH2:12][S:11][C:10](=[O:13])[N:9]1[C:41](=[O:42])[CH2:40][CH2:39][CH2:38][N:29]1[C:28](=[O:27])[C:33]2[CH:34]=[CH:35][CH:36]=[CH:37][C:32]=2[N:31]=[N:30]1)[C:2]1[CH:3]=[CH:4][CH:5]=[CH:6][CH:7]=1, predict the reactants needed to synthesize it. The reactants are: [CH2:1]([C@H:8]1[CH2:12][S:11][C:10](=[O:13])[NH:9]1)[C:2]1[CH:7]=[CH:6][CH:5]=[CH:4][CH:3]=1.C(N(CC)CC)C.Cl.C(N=C=N)C.[O:27]=[C:28]1[C:33]2[CH:34]=[CH:35][CH:36]=[CH:37][C:32]=2[N:31]=[N:30][N:29]1[CH2:38][CH2:39][CH2:40][C:41](O)=[O:42]. (4) Given the product [CH3:17][C:10]1[CH:11]=[C:12]([OH:13])[N:1]([C:3]2[CH:8]=[CH:7][CH:6]=[CH:5][N:4]=2)[N:2]=1, predict the reactants needed to synthesize it. The reactants are: [NH:1]([C:3]1[CH:8]=[CH:7][CH:6]=[CH:5][N:4]=1)[NH2:2].O=[C:10]([CH3:17])[CH2:11][C:12](OCC)=[O:13].